From a dataset of Reaction yield outcomes from USPTO patents with 853,638 reactions. Predict the reaction yield, written as a fraction of the theoretical maximum amount of product (1.0 means a 100% yield; for example, 0.34 means a 34% yield). (1) The reactants are [CH3:1][CH:2]([C:4]1[N:8]=[C:7]([N:9]2[CH2:14][CH2:13][CH:12]([CH:15]([OH:17])[CH3:16])[CH2:11][CH2:10]2)[O:6][N:5]=1)[CH3:3].[CH3:18][S:19](Cl)(=[O:21])=[O:20].CCN(CC)CC. No catalyst specified. The product is [CH3:18][S:19]([O:17][CH:15]([CH:12]1[CH2:13][CH2:14][N:9]([C:7]2[O:6][N:5]=[C:4]([CH:2]([CH3:1])[CH3:3])[N:8]=2)[CH2:10][CH2:11]1)[CH3:16])(=[O:21])=[O:20]. The yield is 1.00. (2) The reactants are I[C:2]1[CH:7]=[CH:6][C:5]([O:8][CH3:9])=[CH:4][C:3]=1[OH:10].[Si:11]([C:18]#[C:19][CH2:20][O:21][Si:22]([C:25]([CH3:28])([CH3:27])[CH3:26])([CH3:24])[CH3:23])([C:14]([CH3:17])([CH3:16])[CH3:15])([CH3:13])[CH3:12].[Cl-].[Li+].C(=O)([O-])[O-].[Na+].[Na+]. The catalyst is CN(C)C=O.C([O-])(=O)C.[Pd+2].C([O-])(=O)C. The product is [Si:11]([CH:18]1[C:19](=[CH:20][O:21][Si:22]([C:25]([CH3:28])([CH3:27])[CH3:26])([CH3:23])[CH3:24])[C:2]2[CH:7]=[CH:6][C:5]([O:8][CH3:9])=[CH:4][C:3]=2[O:10]1)([C:14]([CH3:17])([CH3:16])[CH3:15])([CH3:13])[CH3:12]. The yield is 0.870. (3) The reactants are [O:1]1[CH:5]=[CH:4][CH:3]=[C:2]1[C:6](Cl)=[O:7].[CH2:9]([N:16]1[C:25]2[C:20](=[CH:21][C:22]([F:26])=[CH:23][CH:24]=2)[C:19]([N:27]2[CH2:32][CH2:31][NH:30][CH2:29][CH2:28]2)=[C:18]([C:33]#[N:34])[C:17]1=[O:35])[C:10]1[CH:15]=[CH:14][CH:13]=[CH:12][CH:11]=1. The catalyst is N1C=CC=CC=1. The product is [CH2:9]([N:16]1[C:25]2[C:20](=[CH:21][C:22]([F:26])=[CH:23][CH:24]=2)[C:19]([N:27]2[CH2:32][CH2:31][N:30]([C:6]([C:2]3[O:1][CH:5]=[CH:4][CH:3]=3)=[O:7])[CH2:29][CH2:28]2)=[C:18]([C:33]#[N:34])[C:17]1=[O:35])[C:10]1[CH:15]=[CH:14][CH:13]=[CH:12][CH:11]=1. The yield is 0.730. (4) The reactants are [Br:1][C:2]1[CH:3]=[CH:4][C:5](F)=[N:6][CH:7]=1.[CH3:9][NH2:10].O. The catalyst is C1COCC1. The product is [Br:1][C:2]1[CH:3]=[CH:4][C:5]([NH:10][CH3:9])=[N:6][CH:7]=1. The yield is 0.240. (5) The reactants are C([O:8][C:9]1[CH:10]=[C:11]([N:15]2[C:19]3[N:20]=[C:21]([C:25]4[CH:30]=[CH:29][C:28]([O:31][CH3:32])=[C:27]([F:33])[CH:26]=4)[N:22]=[C:23]([CH3:24])[C:18]=3[C:17]3([CH2:35][CH2:34]3)[CH2:16]2)[CH:12]=[CH:13][CH:14]=1)C1C=CC=CC=1. The catalyst is CO.C1COCC1.[Pd]. The product is [F:33][C:27]1[CH:26]=[C:25]([C:21]2[N:22]=[C:23]([CH3:24])[C:18]3[C:17]4([CH2:34][CH2:35]4)[CH2:16][N:15]([C:11]4[CH:10]=[C:9]([OH:8])[CH:14]=[CH:13][CH:12]=4)[C:19]=3[N:20]=2)[CH:30]=[CH:29][C:28]=1[O:31][CH3:32]. The yield is 0.930. (6) The reactants are [N:1]1[CH:6]=[C:5]([CH2:7][C:8]2[C:9](=[O:15])[NH:10][C:11](=[S:14])[NH:12][CH:13]=2)[CH:4]=[N:3][CH:2]=1.CCN(C(C)C)C(C)C.[Cl:25][C:26]1[CH:31]=[CH:30][C:29]([O:32][C:33]2[CH:38]=[CH:37][C:36]([CH2:39]Cl)=[CH:35][CH:34]=2)=[CH:28][C:27]=1[C:41]([F:44])([F:43])[F:42]. The catalyst is C(Cl)Cl. The product is [Cl:25][C:26]1[CH:31]=[CH:30][C:29]([O:32][C:33]2[CH:34]=[CH:35][C:36]([CH2:39][S:14][C:11]3[NH:12][CH:13]=[C:8]([CH2:7][C:5]4[CH:6]=[N:1][CH:2]=[N:3][CH:4]=4)[C:9](=[O:15])[N:10]=3)=[CH:37][CH:38]=2)=[CH:28][C:27]=1[C:41]([F:42])([F:43])[F:44]. The yield is 0.267.